Dataset: Forward reaction prediction with 1.9M reactions from USPTO patents (1976-2016). Task: Predict the product of the given reaction. (1) Given the reactants [C:1]([O-:4])(=[O:3])[CH3:2].[C:5]([O-:8])(=[O:7])[CH3:6].[C:9]([O-:12])(=[O:11])[CH3:10].C([O-])(=O)C.[Pb+4:17].[C:18]1([O:24][CH3:25])[CH:23]=[CH:22][CH:21]=[CH:20][CH:19]=1, predict the reaction product. The product is: [C:1]([O-:4])(=[O:3])[CH3:2].[C:5]([O-:8])(=[O:7])[CH3:6].[C:9]([O-:12])(=[O:11])[CH3:10].[CH3:25][O:24][C:18]1[CH:23]=[CH:22][C:21]([Pb+3:17])=[CH:20][CH:19]=1. (2) The product is: [N:17]1[CH:16]=[N:15][N:12]2[CH:13]=[CH:14][C:9]([OH:8])=[CH:10][C:11]=12. Given the reactants C([O:8][C:9]1[CH:14]=[CH:13][N:12]2[N:15]=[CH:16][N:17]=[C:11]2[CH:10]=1)C1C=CC=CC=1, predict the reaction product. (3) Given the reactants [CH3:1][O:2][C:3]1[C:4]2[N:5]([N:9]=[C:10]([C:12]3([CH2:15][NH2:16])[CH2:14][CH2:13]3)[N:11]=2)[CH:6]=[CH:7][CH:8]=1.CCN(CC)CC.[N:24]1([C:29](Cl)=[O:30])[CH2:28][CH2:27][CH2:26][CH2:25]1.C([O-])(O)=O.[Na+], predict the reaction product. The product is: [CH3:1][O:2][C:3]1[C:4]2[N:5]([N:9]=[C:10]([C:12]3([CH2:15][NH:16][C:29]([N:24]4[CH2:28][CH2:27][CH2:26][CH2:25]4)=[O:30])[CH2:14][CH2:13]3)[N:11]=2)[CH:6]=[CH:7][CH:8]=1. (4) The product is: [CH3:22][C:23]1[S:27][C:26]([CH2:28][N:29]([C:2]2[C:3](=[O:21])[N:4]([CH3:20])[N:5]=[C:6]([O:8][CH2:9][C@H:10]3[CH2:12][C@@H:11]3[C:13]3[CH:18]=[CH:17][C:16]([CH3:19])=[CH:15][N:14]=3)[CH:7]=2)[C:30](=[O:36])[O:31][C:32]([CH3:34])([CH3:33])[CH3:35])=[N:25][N:24]=1. Given the reactants Br[C:2]1[C:3](=[O:21])[N:4]([CH3:20])[N:5]=[C:6]([O:8][CH2:9][C@H:10]2[CH2:12][C@@H:11]2[C:13]2[CH:18]=[CH:17][C:16]([CH3:19])=[CH:15][N:14]=2)[CH:7]=1.[CH3:22][C:23]1[S:27][C:26]([CH2:28][NH:29][C:30](=[O:36])[O:31][C:32]([CH3:35])([CH3:34])[CH3:33])=[N:25][N:24]=1.C1C=CC(P(C2C(C3C(P(C4C=CC=CC=4)C4C=CC=CC=4)=CC=C4C=3C=CC=C4)=C3C(C=CC=C3)=CC=2)C2C=CC=CC=2)=CC=1.C([O-])([O-])=O.[Cs+].[Cs+], predict the reaction product. (5) The product is: [CH2:1]([NH:8][CH2:4][CH2:3][CH2:2][C:1]#[N:8])[C:2]1[CH:7]=[CH:6][CH:5]=[CH:4][CH:3]=1. Given the reactants [CH2:1]([NH2:8])[C:2]1[CH:7]=[CH:6][CH:5]=[CH:4][CH:3]=1.C(=O)([O-])[O-].[Ca+2], predict the reaction product. (6) Given the reactants [Br:1][C:2]1[C:10]2[C:9](Cl)=[N:8][CH:7]=[N:6][C:5]=2[N:4]([CH2:12][O:13][CH3:14])[CH:3]=1.[OH-].[NH4+:16], predict the reaction product. The product is: [Br:1][C:2]1[C:10]2[C:9]([NH2:16])=[N:8][CH:7]=[N:6][C:5]=2[N:4]([CH2:12][O:13][CH3:14])[CH:3]=1. (7) Given the reactants [CH3:1][N:2]1[C:11]2[C:6](=[CH:7][C:8](B3OC(C)(C)C(C)(C)O3)=[CH:9][CH:10]=2)[CH2:5][CH2:4][C:3]1=[O:21].[C:22]([O:26][C:27](=[O:39])[NH:28][CH2:29][CH2:30][O:31][C:32]1[CH:33]=[N:34][CH:35]=[C:36](Br)[CH:37]=1)([CH3:25])([CH3:24])[CH3:23], predict the reaction product. The product is: [C:22]([O:26][C:27](=[O:39])[NH:28][CH2:29][CH2:30][O:31][C:32]1[CH:33]=[N:34][CH:35]=[C:36]([C:8]2[CH:7]=[C:6]3[C:11](=[CH:10][CH:9]=2)[N:2]([CH3:1])[C:3](=[O:21])[CH2:4][CH2:5]3)[CH:37]=1)([CH3:25])([CH3:23])[CH3:24].